This data is from Full USPTO retrosynthesis dataset with 1.9M reactions from patents (1976-2016). The task is: Predict the reactants needed to synthesize the given product. (1) Given the product [N:22]1[CH:27]=[CH:26][CH:25]=[C:24]([CH2:28][N:7]2[CH2:8][CH:4]3[CH:5]([CH2:1][N:2]([C:9]4[CH:10]=[CH:11][C:12]5[N:13]([C:15]([C:18]([F:20])([F:21])[F:19])=[N:16][N:17]=5)[N:14]=4)[CH2:3]3)[CH2:6]2)[CH:23]=1, predict the reactants needed to synthesize it. The reactants are: [CH2:1]1[CH:5]2[CH2:6][NH:7][CH2:8][CH:4]2[CH2:3][N:2]1[C:9]1[CH:10]=[CH:11][C:12]2[N:13]([C:15]([C:18]([F:21])([F:20])[F:19])=[N:16][N:17]=2)[N:14]=1.[N:22]1[CH:27]=[CH:26][CH:25]=[C:24]([CH:28]=O)[CH:23]=1. (2) Given the product [CH2:1]([N:3]1[C:11]2[C:6](=[CH:7][C:8]([C:12]3[NH:31][C:32]4[N:36]([N:35]=[CH:34][C:33]=4[C:37]#[N:38])[C:14](=[O:16])[CH:13]=3)=[CH:9][CH:10]=2)[CH:5]=[N:4]1)[CH3:2], predict the reactants needed to synthesize it. The reactants are: [CH2:1]([N:3]1[C:11]2[C:6](=[CH:7][C:8]([C:12](=O)[CH2:13][C:14]([O:16]CC)=O)=[CH:9][CH:10]=2)[CH:5]=[N:4]1)[CH3:2].CC1C=CC(S(O)(=O)=O)=CC=1.[NH2:31][C:32]1[NH:36][N:35]=[CH:34][C:33]=1[C:37]#[N:38]. (3) The reactants are: [CH3:1][C:2]1[CH:3]=[N:4][CH:5]=[C:6]([CH:10]=1)[C:7](O)=[O:8].FC1C=C(C(O)=O)C=C(C=1)C(O)=O.[H-].[H-].[H-].[H-].[Li+].[Al+3]. Given the product [CH3:1][C:2]1[CH:10]=[C:6]([CH2:7][OH:8])[CH:5]=[N:4][CH:3]=1, predict the reactants needed to synthesize it. (4) Given the product [Cl:36][C:33]([Cl:34])([Cl:35])[C:32]([N:29]1[CH2:30][CH2:31][N:26]([C:17]2[CH:18]=[C:19]([S:22]([N:7]3[C:8]4[C:4](=[CH:3][C:2]([F:1])=[CH:10][CH:9]=4)[C:5]([CH3:11])=[CH:6]3)(=[O:23])=[O:24])[CH:20]=[CH:21][C:16]=2[O:15][CH3:14])[CH2:27][CH2:28]1)=[O:37], predict the reactants needed to synthesize it. The reactants are: [F:1][C:2]1[CH:3]=[C:4]2[C:8](=[CH:9][CH:10]=1)[NH:7][CH:6]=[C:5]2[CH3:11].[H-].[Na+].[CH3:14][O:15][C:16]1[CH:21]=[CH:20][C:19]([S:22](Cl)(=[O:24])=[O:23])=[CH:18][C:17]=1[N:26]1[CH2:31][CH2:30][N:29]([C:32](=[O:37])[C:33]([Cl:36])([Cl:35])[Cl:34])[CH2:28][CH2:27]1. (5) Given the product [C:14]([O:13][C:9]([NH:10][N:11]=[C:7]1[CH2:6][CH2:5][CH2:4][O:3][CH:2]1[CH3:1])=[O:12])([CH3:17])([CH3:16])[CH3:15], predict the reactants needed to synthesize it. The reactants are: [CH3:1][CH:2]1[C:7](=O)[CH:6]=[CH:5][CH2:4][O:3]1.[C:9]([O:13][C:14]([CH3:17])([CH3:16])[CH3:15])(=[O:12])[NH:10][NH2:11].C(O)(=O)C.